This data is from Peptide-MHC class I binding affinity with 185,985 pairs from IEDB/IMGT. The task is: Regression. Given a peptide amino acid sequence and an MHC pseudo amino acid sequence, predict their binding affinity value. This is MHC class I binding data. (1) The peptide sequence is KALFMHCKK. The MHC is Mamu-B6601 with pseudo-sequence Mamu-B6601. The binding affinity (normalized) is 0.953. (2) The peptide sequence is KALGPAATL. The MHC is HLA-B07:02 with pseudo-sequence HLA-B07:02. The binding affinity (normalized) is 0.424. (3) The peptide sequence is QLEVRSTEV. The MHC is HLA-A02:12 with pseudo-sequence HLA-A02:12. The binding affinity (normalized) is 0.439. (4) The peptide sequence is NMYELQKLNSW. The MHC is Mamu-B01 with pseudo-sequence Mamu-B01. The binding affinity (normalized) is 0. (5) The peptide sequence is VSYAAAAAY. The MHC is SLA-20401 with pseudo-sequence SLA-20401. The binding affinity (normalized) is 0.517. (6) The peptide sequence is CLHQSPVRK. The MHC is Patr-A0101 with pseudo-sequence Patr-A0101. The binding affinity (normalized) is 0.396.